Dataset: Forward reaction prediction with 1.9M reactions from USPTO patents (1976-2016). Task: Predict the product of the given reaction. Given the reactants [N+:1]([C:4]1[CH:5]=[N:6][N:7]([C:9]2[CH:14]=[CH:13][CH:12]=[CH:11][CH:10]=2)[CH:8]=1)([O-])=O.[OH-].[Na+], predict the reaction product. The product is: [C:9]1([N:7]2[CH:8]=[C:4]([NH2:1])[CH:5]=[N:6]2)[CH:14]=[CH:13][CH:12]=[CH:11][CH:10]=1.